This data is from Catalyst prediction with 721,799 reactions and 888 catalyst types from USPTO. The task is: Predict which catalyst facilitates the given reaction. (1) Reactant: [NH2:1][C@H:2]([C:4]1[C:5](=[O:15])[NH:6][C:7]2[C:12]([N:13]=1)=[CH:11][C:10]([Cl:14])=[CH:9][CH:8]=2)[CH3:3].F[C:17]1[C:22](=[O:23])[N:21]([CH3:24])[C:20]([C:25]#[N:26])=[CH:19][CH:18]=1.CCN(C(C)C)C(C)C. Product: [Cl:14][C:10]1[CH:11]=[C:12]2[C:7]([NH:6][C:5](=[O:15])[C:4]([C@@H:2]([NH:1][C:17]3[C:22](=[O:23])[N:21]([CH3:24])[C:20]([C:25]#[N:26])=[CH:19][CH:18]=3)[CH3:3])=[N:13]2)=[CH:8][CH:9]=1. The catalyst class is: 58. (2) Product: [CH:22]1([P:16]([CH:17]2[CH2:18][CH2:19][CH2:20][CH2:21]2)[C:2]2[CH:7]=[CH:6][CH:5]=[CH:4][C:3]=2[O:8][CH3:9])[CH2:23][CH2:24][CH2:25][CH2:26]1. The catalyst class is: 7. Reactant: Br[C:2]1[CH:7]=[CH:6][CH:5]=[CH:4][C:3]=1[O:8][CH3:9].C([Li])CCC.Cl[P:16]([CH:22]1[CH2:26][CH2:25][CH2:24][CH2:23]1)[CH:17]1[CH2:21][CH2:20][CH2:19][CH2:18]1. (3) Reactant: [Br:1][C:2]1[CH:10]=[CH:9][CH:8]=[C:7]2[C:3]=1[CH:4]=[CH:5][NH:6]2.[H-].[Na+].Cl[C:14]1[CH:19]=[CH:18][N:17]=[C:16]([S:20][CH3:21])C=1.C.C[N:24]1C(=O)CCC1. Product: [Br:1][C:2]1[CH:10]=[CH:9][CH:8]=[C:7]2[C:3]=1[CH:4]=[CH:5][N:6]2[C:18]1[CH:19]=[CH:14][N:24]=[C:16]([S:20][CH3:21])[N:17]=1. The catalyst class is: 6. (4) Reactant: CS([O:5][CH2:6][C:7]1[C:8]([C:16]2[CH:21]=[CH:20][C:19]([Cl:22])=[CH:18][CH:17]=2)=[N:9][S:10][C:11]=1[C:12]([F:15])([F:14])[F:13])(=O)=O.[F:23][C:24]1[C:29]([F:30])=[C:28](O)[CH:27]=[CH:26][C:25]=1[CH2:32][CH2:33][C:34]([O:36][CH2:37][CH3:38])=[O:35].C(=O)([O-])[O-].[K+].[K+]. Product: [Cl:22][C:19]1[CH:20]=[CH:21][C:16]([C:8]2[C:7]([CH2:6][O:5][C:28]3[CH:27]=[CH:26][C:25]([CH2:32][CH2:33][C:34]([O:36][CH2:37][CH3:38])=[O:35])=[C:24]([F:23])[C:29]=3[F:30])=[C:11]([C:12]([F:15])([F:14])[F:13])[S:10][N:9]=2)=[CH:17][CH:18]=1. The catalyst class is: 9. (5) Reactant: [Br:1][C:2]1[CH:7]=[CH:6][C:5]([OH:8])=[CH:4][C:3]=1[OH:9].C([O-])([O-])=O.[K+].[K+].Br[CH2:17][CH2:18][CH2:19][O:20][CH3:21].I[CH2:23][CH2:24][O:25][Si:26]([CH:33]([CH3:35])[CH3:34])([CH:30]([CH3:32])[CH3:31])[CH:27]([CH3:29])[CH3:28]. Product: [Br:1][C:2]1[CH:7]=[CH:6][C:5]([O:8][CH2:17][CH2:18][CH2:19][O:20][CH3:21])=[CH:4][C:3]=1[O:9][CH2:23][CH2:24][O:25][Si:26]([CH:30]([CH3:31])[CH3:32])([CH:27]([CH3:29])[CH3:28])[CH:33]([CH3:34])[CH3:35]. The catalyst class is: 21. (6) The catalyst class is: 15. Product: [F:2][C:3]1[CH:8]=[C:7]([N:9]2[CH2:13][C@H:12]([CH2:14][N:15]3[CH:19]=[CH:18][N:17]=[N:16]3)[O:11][C:10]2=[O:24])[CH:6]=[CH:5][C:4]=1[C:25]1[CH:26]=[CH:27][C:28]([CH2:31][NH:32][CH2:33][C:34]2[N:35]=[N:36][N:37]([CH2:39][C:40]3[CH:41]=[CH:42][C:43]([O:46][CH3:47])=[CH:44][CH:45]=3)[CH:38]=2)=[CH:29][CH:30]=1. Reactant: Cl.[F:2][C:3]1[CH:8]=[C:7]([N:9]2[CH2:13][CH:12]([CH2:14][N:15]3[CH:19]=[C:18]([Si](C)(C)C)[N:17]=[N:16]3)[O:11][C:10]2=[O:24])[CH:6]=[CH:5][C:4]=1[C:25]1[CH:30]=[CH:29][C:28]([CH2:31][NH:32][CH2:33][C:34]2[N:35]=[N:36][N:37]([CH2:39][C:40]3[CH:45]=[CH:44][C:43]([O:46][CH3:47])=[CH:42][CH:41]=3)[CH:38]=2)=[CH:27][CH:26]=1.[F-].C([N+](CCCC)(CCCC)CCCC)CCC.C1COCC1. (7) Reactant: [C:1]1([S:7]([C:10]2[CH:11]=[C:12]3[C:17](=[CH:18][CH:19]=2)[CH:16]([OH:20])[CH2:15][CH2:14][CH2:13]3)(=[O:9])=[O:8])[CH:6]=[CH:5][CH:4]=[CH:3][CH:2]=1.[H-].[Na+].Br[CH2:24][C:25]([O:27][CH2:28][CH3:29])=[O:26].O. Product: [CH2:28]([O:27][C:25](=[O:26])[CH2:24][O:20][CH:16]1[C:17]2[C:12](=[CH:11][C:10]([S:7]([C:1]3[CH:2]=[CH:3][CH:4]=[CH:5][CH:6]=3)(=[O:9])=[O:8])=[CH:19][CH:18]=2)[CH2:13][CH2:14][CH2:15]1)[CH3:29]. The catalyst class is: 3. (8) Reactant: [CH3:1][O:2][C:3]([C:5]1[CH:13]=[C:12]2[C:8]([C:9]([C:14](=O)[CH3:15])=[CH:10][NH:11]2)=[CH:7][CH:6]=1)=[O:4].B.C1COCC1. Product: [CH3:1][O:2][C:3]([C:5]1[CH:13]=[C:12]2[C:8]([C:9]([CH2:14][CH3:15])=[CH:10][NH:11]2)=[CH:7][CH:6]=1)=[O:4]. The catalyst class is: 1.